This data is from Forward reaction prediction with 1.9M reactions from USPTO patents (1976-2016). The task is: Predict the product of the given reaction. (1) The product is: [CH2:5]([O:12][C:13]1[CH:22]=[C:21]2[C:16]([C:17]([Cl:3])=[CH:18][CH:19]=[N:20]2)=[CH:15][C:14]=1[C:24]([O:26][CH3:27])=[O:25])[C:6]1[CH:11]=[CH:10][CH:9]=[CH:8][CH:7]=1. Given the reactants S(Cl)([Cl:3])=O.[CH2:5]([O:12][C:13]1[CH:22]=[C:21]2[C:16]([C:17](=O)[CH:18]=[CH:19][NH:20]2)=[CH:15][C:14]=1[C:24]([O:26][CH3:27])=[O:25])[C:6]1[CH:11]=[CH:10][CH:9]=[CH:8][CH:7]=1, predict the reaction product. (2) Given the reactants C([Li])CCC.Br[C:7]1[CH:12]=[CH:11][CH:10]=[CH:9][C:8]=1[F:13].CON(C)[C:17](=[O:27])[CH2:18][O:19][C@@H:20]([CH:25]=[CH2:26])[C:21]([F:24])([F:23])[F:22].[NH4+].[Cl-], predict the reaction product. The product is: [F:13][C:8]1[CH:9]=[CH:10][CH:11]=[CH:12][C:7]=1[C:17](=[O:27])[CH2:18][O:19][C@@H:20]([CH:25]=[CH2:26])[C:21]([F:23])([F:22])[F:24]. (3) Given the reactants [F:1][C:2]1[C:7]2[N:8]=[N:9][N:10]([CH2:13][C:14]([OH:16])=O)[C:11](=[O:12])[C:6]=2[CH:5]=[CH:4][CH:3]=1.[C:17]1([CH3:26])[CH:22]=[CH:21][C:20]([C@@H:23]([NH2:25])[CH3:24])=[CH:19][CH:18]=1, predict the reaction product. The product is: [F:1][C:2]1[C:7]2[N:8]=[N:9][N:10]([CH2:13][C:14]([NH:25][C@H:23]([C:20]3[CH:21]=[CH:22][C:17]([CH3:26])=[CH:18][CH:19]=3)[CH3:24])=[O:16])[C:11](=[O:12])[C:6]=2[CH:5]=[CH:4][CH:3]=1. (4) Given the reactants [NH2:1][C:2]1[S:3][CH:4]=[C:5]([C:7]2[CH:12]=[CH:11][CH:10]=[CH:9][C:8]=2[CH3:13])[N:6]=1.[Cl:14][C:15]1[CH:23]=[CH:22][C:21]([N+:24]([O-:26])=[O:25])=[CH:20][C:16]=1[C:17](Cl)=[O:18], predict the reaction product. The product is: [CH3:13][C:8]1[CH:9]=[CH:10][CH:11]=[CH:12][C:7]=1[C:5]1[N:6]=[C:2]([NH:1][C:17]([C:16]2[CH:20]=[C:21]([N+:24]([O-:26])=[O:25])[CH:22]=[CH:23][C:15]=2[Cl:14])=[O:18])[S:3][CH:4]=1. (5) Given the reactants [C:1]([O:4][C@H:5]1[C@@H:9]([O:10][C:11](=[O:13])[CH3:12])[C@H:8]([N:14]2[CH:22]=[N:21][C:20]3[C:15]2=[N:16][C:17](I)=[N:18][C:19]=3[NH:23][CH:24]2[CH2:28][CH2:27][CH2:26][CH2:25]2)[O:7][C@@H:6]1[CH2:30][O:31][C:32](=[O:34])[CH3:33])(=[O:3])[CH3:2].C([Sn]([C:48]#[N:49])(CCCC)CCCC)CCC, predict the reaction product. The product is: [C:1]([O:4][C@H:5]1[C@@H:9]([O:10][C:11](=[O:13])[CH3:12])[C@H:8]([N:14]2[CH:22]=[N:21][C:20]3[C:15]2=[N:16][C:17]([C:48]#[N:49])=[N:18][C:19]=3[NH:23][CH:24]2[CH2:28][CH2:27][CH2:26][CH2:25]2)[O:7][C@@H:6]1[CH2:30][O:31][C:32](=[O:34])[CH3:33])(=[O:3])[CH3:2]. (6) Given the reactants [Cl:1][C:2]1[N:3]=[CH:4][C:5]2[S:10][CH:9]=[C:8]([C:11](Cl)=[O:12])[C:6]=2[N:7]=1.[N:14]1([C:19]2[N:24]=[C:23]([NH2:25])[CH:22]=[CH:21][CH:20]=2)[CH:18]=[CH:17][NH:16][NH:15]1.N1C=CC=CC=1, predict the reaction product. The product is: [N:14]1([C:19]2[N:24]=[C:23]([NH:25][C:11]([C:8]3[C:6]4[N:7]=[C:2]([Cl:1])[N:3]=[CH:4][C:5]=4[S:10][CH:9]=3)=[O:12])[CH:22]=[CH:21][CH:20]=2)[CH:18]=[CH:17][NH:16][NH:15]1. (7) Given the reactants [OH-].[Na+:2].[F:3][C:4]1[CH:9]=[C:8]([O:10][CH2:11][C:12]2[CH:17]=[CH:16][C:15]([O:18][CH2:19]/[C:20](=[N:29]\[O:30][CH3:31])/[C:21]3[CH:26]=[CH:25][C:24]([O:27][CH3:28])=[CH:23][CH:22]=3)=[CH:14][CH:13]=2)[CH:7]=[CH:6][C:5]=1[CH2:32][CH2:33][C:34]([OH:36])=[O:35], predict the reaction product. The product is: [F:3][C:4]1[CH:9]=[C:8]([O:10][CH2:11][C:12]2[CH:17]=[CH:16][C:15]([O:18][CH2:19]/[C:20](=[N:29]\[O:30][CH3:31])/[C:21]3[CH:26]=[CH:25][C:24]([O:27][CH3:28])=[CH:23][CH:22]=3)=[CH:14][CH:13]=2)[CH:7]=[CH:6][C:5]=1[CH2:32][CH2:33][C:34]([O-:36])=[O:35].[Na+:2].